Dataset: Reaction yield outcomes from USPTO patents with 853,638 reactions. Task: Predict the reaction yield, written as a fraction of the theoretical maximum amount of product (1.0 means a 100% yield; for example, 0.34 means a 34% yield). (1) The reactants are [Li]CCCC.CCCCCC.Br[C:13]1[N:18]=[C:17]([O:19][CH2:20][CH2:21][N:22]([CH3:24])[CH3:23])[CH:16]=[CH:15][CH:14]=1.C1C[O:28][CH2:27]C1. No catalyst specified. The product is [CH3:23][N:22]([CH3:24])[CH2:21][CH2:20][O:19][C:17]1[N:18]=[C:13]([CH:27]=[O:28])[CH:14]=[CH:15][CH:16]=1. The yield is 0.990. (2) The reactants are [NH2:1][C:2]1[N:9]=[CH:8][CH:7]=[CH:6][C:3]=1[CH:4]=[O:5].[I:10](O)(=O)(=O)=O.II.[O-]S([O-])(=S)=O.[Na+].[Na+].[OH-].[Na+]. The catalyst is C(O)(=O)C.O.OS(O)(=O)=O. The product is [NH2:1][C:2]1[N:9]=[CH:8][C:7]([I:10])=[CH:6][C:3]=1[CH:4]=[O:5]. The yield is 0.800. (3) The reactants are CN(C)CCCN(CC)C([O:9][C:10](=O)[C:11]([F:48])([F:47])[CH:12]([NH:14][C:15]([NH:17][C@:18](C1C=CC(Cl)=CN=1)([C:26]1[CH:31]=[C:30]([O:32][C:33]([F:38])([F:37])[CH:34]([F:36])[F:35])[CH:29]=[C:28]([F:39])[CH:27]=1)[CH2:19][C:20]1[CH:25]=[CH:24][CH:23]=[CH:22][CH:21]=1)=[O:16])[CH3:13])=N.[CH3:53][NH2:54].[ClH:55].C[CH2:57][N:58](CC)CC.[CH2:63]1[CH2:67]O[CH2:65][CH2:64]1. No catalyst specified. The product is [Cl:55][C:64]1[CH:63]=[CH:67][C:53]([C@@:18]([NH:17][C:15](=[O:16])[NH:14][CH:12]([CH3:13])[C:11]([F:48])([F:47])[C:10]([NH:58][CH3:57])=[O:9])([C:26]2[CH:31]=[C:30]([O:32][C:33]([F:38])([F:37])[CH:34]([F:35])[F:36])[CH:29]=[C:28]([F:39])[CH:27]=2)[CH2:19][C:20]2[CH:25]=[CH:24][CH:23]=[CH:22][CH:21]=2)=[N:54][CH:65]=1. The yield is 0.320. (4) The reactants are [OH:1][C:2]1[CH:11]=[C:10]2[C:5]([CH2:6][CH2:7][CH2:8][C:9]2=[O:12])=[CH:4][CH:3]=1.C([O-])([O-])=O.[K+].[K+].[CH2:19](Br)[C:20]1[CH:25]=[CH:24][CH:23]=[CH:22][CH:21]=1. The catalyst is CN(C=O)C. The product is [CH2:19]([O:1][C:2]1[CH:11]=[C:10]2[C:5]([CH2:6][CH2:7][CH2:8][C:9]2=[O:12])=[CH:4][CH:3]=1)[C:20]1[CH:25]=[CH:24][CH:23]=[CH:22][CH:21]=1. The yield is 0.900.